From a dataset of Reaction yield outcomes from USPTO patents with 853,638 reactions. Predict the reaction yield, written as a fraction of the theoretical maximum amount of product (1.0 means a 100% yield; for example, 0.34 means a 34% yield). The reactants are Cl.[O:2]=[C:3]1[C:11]2[C:6](=[CH:7][CH:8]=[CH:9][CH:10]=2)[C:5](=[O:12])[N:4]1[CH2:13][CH2:14][C:15]1[CH:22]=[CH:21][C:18]([C:19]#[N:20])=[CH:17][CH:16]=1.[CH2:23](N)[CH2:24][NH2:25]. The catalyst is C(O)C. The product is [NH:20]1[CH2:23][CH2:24][N:25]=[C:19]1[C:18]1[CH:17]=[CH:16][C:15]([CH2:14][CH2:13][N:4]2[C:3](=[O:2])[C:11]3[C:6](=[CH:7][CH:8]=[CH:9][CH:10]=3)[C:5]2=[O:12])=[CH:22][CH:21]=1. The yield is 0.620.